The task is: Predict the reaction yield, written as a fraction of the theoretical maximum amount of product (1.0 means a 100% yield; for example, 0.34 means a 34% yield).. This data is from Reaction yield outcomes from USPTO patents with 853,638 reactions. (1) The reactants are [N:1]1([CH:7]2[CH2:12][CH2:11][CH:10]([NH:13]C(=O)OC(C)(C)C)[CH2:9][CH2:8]2)[CH2:6][CH2:5][O:4][CH2:3][CH2:2]1.[ClH:21].CCOCC. The catalyst is CO. The product is [ClH:21].[ClH:21].[N:1]1([CH:7]2[CH2:8][CH2:9][CH:10]([NH2:13])[CH2:11][CH2:12]2)[CH2:2][CH2:3][O:4][CH2:5][CH2:6]1. The yield is 0.550. (2) The reactants are [C:1]([O:5][C:6]([N:8]1[CH2:13][CH2:12][N:11]([C:14]([O:16][C:17]([CH3:20])([CH3:19])[CH3:18])=[O:15])[CH2:10][C@H:9]1[C:21]([OH:23])=[O:22])=[O:7])([CH3:4])([CH3:3])[CH3:2].[C:24](=O)([O-])[O-].[K+].[K+].IC. The catalyst is CN(C=O)C.C(OCC)(=O)C. The product is [N:8]1([C:6]([O:5][C:1]([CH3:4])([CH3:2])[CH3:3])=[O:7])[CH2:13][CH2:12][N:11]([C:14]([O:16][C:17]([CH3:20])([CH3:19])[CH3:18])=[O:15])[CH2:10][C@H:9]1[C:21]([O:23][CH3:24])=[O:22]. The yield is 0.950. (3) The reactants are [C:1]1([C:39]2[CH:44]=[CH:43][CH:42]=[CH:41][CH:40]=2)[CH:6]=[CH:5][C:4]([N:7]([C:33]2[CH:38]=[CH:37][CH:36]=[CH:35][CH:34]=2)[C:8]2[CH:20]=[CH:19][C:18]3[C:17]4[C:12](=[CH:13][CH:14]=[CH:15][CH:16]=4)[C:11]4([C:32]5[CH:31]=[CH:30][CH:29]=[CH:28][C:27]=5[C:26]5[C:21]4=[CH:22][CH:23]=[CH:24][CH:25]=5)[C:10]=3[CH:9]=2)=[CH:3][CH:2]=1.C1(C)C=CC=CC=1.[Br:52]N1C(=O)CCC1=O. The catalyst is C(OCC)(=O)C. The product is [C:1]1([C:39]2[CH:44]=[CH:43][CH:42]=[CH:41][CH:40]=2)[CH:2]=[CH:3][C:4]([N:7]([C:33]2[CH:34]=[CH:35][C:36]([Br:52])=[CH:37][CH:38]=2)[C:8]2[CH:20]=[CH:19][C:18]3[C:17]4[C:12](=[CH:13][CH:14]=[CH:15][CH:16]=4)[C:11]4([C:21]5[CH:22]=[CH:23][CH:24]=[CH:25][C:26]=5[C:27]5[C:32]4=[CH:31][CH:30]=[CH:29][CH:28]=5)[C:10]=3[CH:9]=2)=[CH:5][CH:6]=1. The yield is 0.830. (4) The reactants are [H-].[Al+3].[Li+].[H-].[H-].[H-].[Cl-].[Al+3].[Cl-].[Cl-].[Br:11][C:12]1[C:13]([CH3:25])=[CH:14][C:15]2[O:19][C:18]([CH3:21])([CH3:20])[C:17](=O)[C:16]=2[C:23]=1[CH3:24].[OH-].[Na+]. The catalyst is O.C1COCC1. The product is [Br:11][C:12]1[C:13]([CH3:25])=[CH:14][C:15]2[O:19][C:18]([CH3:20])([CH3:21])[CH2:17][C:16]=2[C:23]=1[CH3:24]. The yield is 0.840. (5) The reactants are [CH2:1]([O:8][C@H:9]1[CH2:13][NH:12][C@H:11]([CH:14]([CH3:16])[CH3:15])[CH2:10]1)[C:2]1[CH:7]=[CH:6][CH:5]=[CH:4][CH:3]=1.[F:17][C:18]([F:33])([F:32])[C:19]1[CH:20]=[C:21]([CH:29]=[CH:30][CH:31]=1)[C:22]([NH:24][CH2:25][C:26](O)=[O:27])=[O:23].C(Cl)CCl. The catalyst is ClCCl. The product is [CH2:1]([O:8][C@H:9]1[CH2:13][N:12]([C:26](=[O:27])[CH2:25][NH:24][C:22](=[O:23])[C:21]2[CH:29]=[CH:30][CH:31]=[C:19]([C:18]([F:17])([F:33])[F:32])[CH:20]=2)[C@H:11]([CH:14]([CH3:16])[CH3:15])[CH2:10]1)[C:2]1[CH:3]=[CH:4][CH:5]=[CH:6][CH:7]=1. The yield is 0.790.